From a dataset of Forward reaction prediction with 1.9M reactions from USPTO patents (1976-2016). Predict the product of the given reaction. (1) Given the reactants [NH2:1][C:2](=[N:33][OH:34])[C:3]1[CH:4]=[C:5]2[C:10](=[CH:11][CH:12]=1)[C:9](=[O:13])[N:8]([CH2:14][CH:15]([CH3:17])[CH3:16])[C:7]([CH2:18][NH:19][C:20](=[O:26])[O:21][C:22]([CH3:25])([CH3:24])[CH3:23])=[C:6]2[C:27]1[CH:32]=[CH:31][CH:30]=[CH:29][CH:28]=1.N1C=CC=CC=1.Cl[C:42](=O)[C:43]([O:45][CH2:46][CH3:47])=[O:44], predict the reaction product. The product is: [C:22]([O:21][C:20]([NH:19][CH2:18][C:7]1[N:8]([CH2:14][CH:15]([CH3:17])[CH3:16])[C:9](=[O:13])[C:10]2[C:5]([C:6]=1[C:27]1[CH:28]=[CH:29][CH:30]=[CH:31][CH:32]=1)=[CH:4][C:3]([C:2]1[N:1]=[C:42]([C:43]([O:45][CH2:46][CH3:47])=[O:44])[O:34][N:33]=1)=[CH:12][CH:11]=2)=[O:26])([CH3:25])([CH3:23])[CH3:24]. (2) Given the reactants [CH:1]1([O:6][C:7](=[O:33])[C@H:8]([NH:15]C(OCC2C3C=CC=CC=3C3C2=CC=CC=3)=O)[CH2:9][S:10][C:11]([CH3:14])([CH3:13])[CH3:12])[CH2:5][CH2:4][CH2:3][CH2:2]1.N1CCCCC1, predict the reaction product. The product is: [CH:1]1([O:6][C:7](=[O:33])[C@H:8]([NH2:15])[CH2:9][S:10][C:11]([CH3:12])([CH3:13])[CH3:14])[CH2:2][CH2:3][CH2:4][CH2:5]1. (3) Given the reactants [F:1][C:2]1[CH:7]=[CH:6][C:5]([S:8]([N:11]2[CH2:16][CH2:15][CH:14]([C:17](=[O:22])N(C)OC)[CH2:13][CH2:12]2)(=[O:10])=[O:9])=[CH:4][CH:3]=1.[CH3:23][O:24][C:25]1[CH:26]=[C:27]([Mg]Br)[CH:28]=[CH:29][CH:30]=1, predict the reaction product. The product is: [F:1][C:2]1[CH:3]=[CH:4][C:5]([S:8]([N:11]2[CH2:12][CH2:13][CH:14]([C:17](=[O:22])[C:29]3[CH:28]=[CH:27][CH:26]=[C:25]([O:24][CH3:23])[CH:30]=3)[CH2:15][CH2:16]2)(=[O:9])=[O:10])=[CH:6][CH:7]=1. (4) Given the reactants C([O:3][C:4]([C:6]1[S:10][C:9]([C:11]2[CH:12]=[CH:13][C:14]3[O:18][CH2:17][CH2:16][C:15]=3[CH:19]=2)=[N:8][C:7]=1[NH:20][C:21]1[CH:26]=[CH:25][CH:24]=[CH:23][C:22]=1[Cl:27])=[O:5])C.[OH-].[Na+].C1COCC1.Cl, predict the reaction product. The product is: [Cl:27][C:22]1[CH:23]=[CH:24][CH:25]=[CH:26][C:21]=1[NH:20][C:7]1[N:8]=[C:9]([C:11]2[CH:12]=[CH:13][C:14]3[O:18][CH2:17][CH2:16][C:15]=3[CH:19]=2)[S:10][C:6]=1[C:4]([OH:5])=[O:3]. (5) Given the reactants [F:1][CH:2]([F:28])[C:3]1[CH:7]=[C:6]([CH:8]([F:10])[F:9])[N:5]([CH2:11][C:12]([N:14]2[CH2:19][CH2:18][CH:17]([C:20]3[S:21][CH:22]=[C:23]([CH:25]=[N:26][OH:27])[N:24]=3)[CH2:16][CH2:15]2)=[O:13])[N:4]=1.[CH:29]([C:31]1[CH:36]=[CH:35][C:34]([NH:37][C:38](=[O:44])[O:39][C:40]([CH3:43])([CH3:42])[CH3:41])=[CH:33][CH:32]=1)=[CH2:30].C(=O)([O-])O.[K+].ClN1C(=O)CCC1=O, predict the reaction product. The product is: [F:28][CH:2]([F:1])[C:3]1[CH:7]=[C:6]([CH:8]([F:9])[F:10])[N:5]([CH2:11][C:12]([N:14]2[CH2:15][CH2:16][CH:17]([C:20]3[S:21][CH:22]=[C:23]([C:25]4[CH2:30][CH:29]([C:31]5[CH:32]=[CH:33][C:34]([NH:37][C:38](=[O:44])[O:39][C:40]([CH3:43])([CH3:42])[CH3:41])=[CH:35][CH:36]=5)[O:27][N:26]=4)[N:24]=3)[CH2:18][CH2:19]2)=[O:13])[N:4]=1. (6) Given the reactants [O:1]=[C:2]([NH:17][C@@H:18]1[CH2:22][CH2:21][N:20]([CH:23]2[CH2:28][CH2:27][O:26][CH2:25][CH2:24]2)[CH2:19]1)[CH2:3][NH:4][C:5](=[O:16])[C:6]1[CH:11]=[CH:10][CH:9]=[C:8]([C:12]([F:15])([F:14])[F:13])[CH:7]=1.O=C(N[C@@H]1CCNC1)CNC(=O)C1C=CC=C(C(F)(F)F)C=1, predict the reaction product. The product is: [O:1]=[C:2]([NH:17][C@H:18]1[CH2:22][CH2:21][N:20]([CH:23]2[CH2:24][CH2:25][O:26][CH2:27][CH2:28]2)[CH2:19]1)[CH2:3][NH:4][C:5](=[O:16])[C:6]1[CH:11]=[CH:10][CH:9]=[C:8]([C:12]([F:15])([F:14])[F:13])[CH:7]=1. (7) Given the reactants C(N(CC)C(C)C)(C)C.[Cl:10][C:11]1[CH:16]=[CH:15][CH:14]=[CH:13][C:12]=1[C:17]1[C:21]([C:22](Cl)=[O:23])=[C:20]([CH3:25])[O:19][N:18]=1.[Br:26][C:27]1[CH:28]=[C:29]([CH:34]=[CH:35][CH:36]=1)[C:30](=[NH:33])[NH:31][OH:32], predict the reaction product. The product is: [Br:26][C:27]1[CH:28]=[C:29]([CH:34]=[CH:35][CH:36]=1)/[C:30](=[N:31]/[O:32][C:22]([C:21]1[C:17]([C:12]2[CH:13]=[CH:14][CH:15]=[CH:16][C:11]=2[Cl:10])=[N:18][O:19][C:20]=1[CH3:25])=[O:23])/[NH2:33].